From a dataset of Full USPTO retrosynthesis dataset with 1.9M reactions from patents (1976-2016). Predict the reactants needed to synthesize the given product. (1) Given the product [CH2:35]([N:37]1[CH2:41][CH2:40][CH2:39][C@H:38]1[CH2:42][CH2:8][C:9]1[CH:14]=[C:13]([F:15])[CH:12]=[CH:11][C:10]=1[S:16]([NH:19][C:20]1[C:29]([C:30]([O:32][CH3:33])=[O:31])=[C:28]2[C:23]([C@H:24]3[CH2:34][C@H:25]3[CH2:26][O:27]2)=[CH:22][CH:21]=1)(=[O:17])=[O:18])[CH3:36], predict the reactants needed to synthesize it. The reactants are: C(N1CC[C@@H]([CH2:8][C:9]2[CH:14]=[C:13]([F:15])[CH:12]=[CH:11][C:10]=2[S:16]([NH:19][C:20]2[C:29]([C:30]([O:32][CH3:33])=[O:31])=[C:28]3[C:23]([CH:24]4[CH2:34][CH:25]4[CH2:26][O:27]3)=[CH:22][CH:21]=2)(=[O:18])=[O:17])C1)C.[CH2:35]([N:37]1[CH2:41][CH2:40][CH2:39][C@H:38]1[CH2:42]CC1C=C(F)C=CC=1S(Cl)(=O)=O)[CH3:36].NC1C(C(OC)=O)=C2C([C@H]3C[C@H]3CO2)=CC=1. (2) Given the product [F:35][C:36]([F:48])([F:49])[C:37]1[CH:38]=[C:39]([NH:40][C:20]([C@@:16]2([CH:23]([CH3:24])[CH3:25])[CH2:17][C:18](=[O:19])[N:14]([C:8]3[C:7]([CH3:6])=[CH:12][CH:11]=[CH:10][C:9]=3[CH3:13])[CH2:15]2)=[O:22])[CH:41]=[C:42]([C:44]([F:45])([F:47])[F:46])[CH:43]=1, predict the reactants needed to synthesize it. The reactants are: CS(Cl)(=O)=O.[CH3:6][C:7]1[CH:12]=[CH:11][CH:10]=[C:9]([CH3:13])[C:8]=1[N:14]1[C:18](=[O:19])[CH2:17][C@:16]([CH:23]([CH3:25])[CH3:24])([C:20]([OH:22])=O)[CH2:15]1.C(N(CC)C(C)C)(C)C.[F:35][C:36]([F:49])([F:48])[C:37]1[CH:38]=[C:39]([CH:41]=[C:42]([C:44]([F:47])([F:46])[F:45])[CH:43]=1)[NH2:40].Cl.